From a dataset of Full USPTO retrosynthesis dataset with 1.9M reactions from patents (1976-2016). Predict the reactants needed to synthesize the given product. The reactants are: [CH2:1]([O:3][C:4]([C@H:6]1[CH2:11][CH2:10][C@H:9]([C:12]2[CH:17]=[CH:16][CH:15]=[C:14](N)[N:13]=2)[CH2:8][CH2:7]1)=[O:5])[CH3:2].N1C=CC=CC=1.N([O-])=O.[Na+].[FH:29]. Given the product [CH2:1]([O:3][C:4]([C@H:6]1[CH2:11][CH2:10][C@H:9]([C:12]2[CH:17]=[CH:16][CH:15]=[C:14]([F:29])[N:13]=2)[CH2:8][CH2:7]1)=[O:5])[CH3:2], predict the reactants needed to synthesize it.